This data is from Peptide-MHC class II binding affinity with 134,281 pairs from IEDB. The task is: Regression. Given a peptide amino acid sequence and an MHC pseudo amino acid sequence, predict their binding affinity value. This is MHC class II binding data. (1) The peptide sequence is IHSLRRLYPSVFEKH. The MHC is DRB1_1101 with pseudo-sequence DRB1_1101. The binding affinity (normalized) is 0.777. (2) The peptide sequence is YWTIVKPGDILLINS. The MHC is DRB1_0802 with pseudo-sequence DRB1_0802. The binding affinity (normalized) is 0.591. (3) The peptide sequence is GELQIYDKIDAAFKI. The MHC is DRB3_0202 with pseudo-sequence DRB3_0202. The binding affinity (normalized) is 0.417.